This data is from Forward reaction prediction with 1.9M reactions from USPTO patents (1976-2016). The task is: Predict the product of the given reaction. (1) The product is: [C:8]1([C:5]2[CH:4]=[C:3]([CH2:2][NH:1][C:28](=[O:29])[NH:27][C:24]3[CH:23]=[CH:22][C:21]([O:14][C:15]4[CH:20]=[CH:19][CH:18]=[CH:17][CH:16]=4)=[CH:26][CH:25]=3)[O:7][N:6]=2)[CH:9]=[CH:10][CH:11]=[CH:12][CH:13]=1. Given the reactants [NH2:1][CH2:2][C:3]1[O:7][N:6]=[C:5]([C:8]2[CH:13]=[CH:12][CH:11]=[CH:10][CH:9]=2)[CH:4]=1.[O:14]([C:21]1[CH:26]=[CH:25][C:24]([N:27]=[C:28]=[O:29])=[CH:23][CH:22]=1)[C:15]1[CH:20]=[CH:19][CH:18]=[CH:17][CH:16]=1, predict the reaction product. (2) The product is: [CH3:33][S:30]([C:28]1[CH:29]=[C:24]([S:21]([NH:20][CH:19]2[C:13]3[CH:12]=[CH:11][CH:10]=[C:9]([O:8][CH2:7][C:6]([OH:38])=[O:5])[C:14]=3[CH2:15][CH2:16][CH2:17][CH2:18]2)(=[O:22])=[O:23])[CH:25]=[C:26]([S:34]([CH3:37])(=[O:36])=[O:35])[CH:27]=1)(=[O:31])=[O:32]. Given the reactants C([O:5][C:6](=[O:38])[CH2:7][O:8][C:9]1[C:14]2[CH2:15][CH2:16][CH2:17][CH2:18][CH:19]([NH:20][S:21]([C:24]3[CH:29]=[C:28]([S:30]([CH3:33])(=[O:32])=[O:31])[CH:27]=[C:26]([S:34]([CH3:37])(=[O:36])=[O:35])[CH:25]=3)(=[O:23])=[O:22])[C:13]=2[CH:12]=[CH:11][CH:10]=1)(C)(C)C.[OH-].[Na+], predict the reaction product. (3) Given the reactants Cl[C:2]1[CH:3]=[CH:4][C:5]([S:8]([CH3:11])(=[O:10])=[O:9])=[N:6][CH:7]=1.C(=O)([O-])[O-].[Cs+].[Cs+].CN1CCCC1=O.[F:25][C:26]1[CH:27]=[C:28]([NH:33][C:34](=[O:40])[O:35][C:36]([CH3:39])([CH3:38])[CH3:37])[CH:29]=[CH:30][C:31]=1[OH:32], predict the reaction product. The product is: [F:25][C:26]1[CH:27]=[C:28]([NH:33][C:34](=[O:40])[O:35][C:36]([CH3:38])([CH3:37])[CH3:39])[CH:29]=[CH:30][C:31]=1[O:32][C:2]1[CH:7]=[N:6][C:5]([S:8]([CH3:11])(=[O:10])=[O:9])=[CH:4][CH:3]=1.